From a dataset of Forward reaction prediction with 1.9M reactions from USPTO patents (1976-2016). Predict the product of the given reaction. (1) Given the reactants [F:1][C:2]1[CH:11]=[C:10]([C:12]2[N:17]=[C:16]3[N:18]([CH2:21][C:22]4[CH:23]=[C:24]5[C:29](=[CH:30][CH:31]=4)[N:28]=[CH:27][CH:26]=[CH:25]5)[N:19]=[N:20][C:15]3=[CH:14][CH:13]=2)[CH:9]=[CH:8][C:3]=1[C:4]([O:6]C)=[O:5].[OH-].[Li+].Cl, predict the reaction product. The product is: [F:1][C:2]1[CH:11]=[C:10]([C:12]2[N:17]=[C:16]3[N:18]([CH2:21][C:22]4[CH:23]=[C:24]5[C:29](=[CH:30][CH:31]=4)[N:28]=[CH:27][CH:26]=[CH:25]5)[N:19]=[N:20][C:15]3=[CH:14][CH:13]=2)[CH:9]=[CH:8][C:3]=1[C:4]([OH:6])=[O:5]. (2) Given the reactants CN(C)C=O.[CH2:6]1[CH:11]([CH2:12][C:13]([OH:15])=O)[CH2:10][CH2:9][O:8][CH2:7]1.S(Cl)(Cl)=O.C(N(C(C)C)C(C)C)C.[Br:29][C:30]1[CH:36]=[CH:35][C:33]([NH2:34])=[CH:32][CH:31]=1, predict the reaction product. The product is: [Br:29][C:30]1[CH:36]=[CH:35][C:33]([NH:34][C:13](=[O:15])[CH2:12][CH:11]2[CH2:6][CH2:7][O:8][CH2:9][CH2:10]2)=[CH:32][CH:31]=1. (3) Given the reactants [CH3:1][O:2][C:3]1[CH:24]=[C:23]2[C:6]([CH2:7][C:8]3[C:13]([N:14]4[CH2:19][CH2:18][CH2:17][CH2:16][CH2:15]4)=[C:12]([C:20]#[N:21])[C:11](=O)O[C:9]=32)=[CH:5][CH:4]=1.[H-].[Na+], predict the reaction product. The product is: [CH3:1][O:2][C:3]1[CH:24]=[CH:23][C:6]2[CH2:7][C:8]3[C:13]([N:14]4[CH2:19][CH2:18][CH2:17][CH2:16][CH2:15]4)=[C:12]([C:20]#[N:21])[C:11]4[CH2:7][C:6]5[CH:5]=[CH:4][CH:3]=[CH:24][C:23]=5[C:9]=4[C:9]=3[C:5]=2[CH:4]=1. (4) Given the reactants C1(C[CH2:8][CH2:9][NH2:10])C=CC=CC=1.[CH2:11]([NH:14][C:15]([C:17]1[CH:22]=[CH:21][C:20]([NH:23][C:24]([N:26]2[CH2:34][C:33]3[C:28](=[CH:29][CH:30]=[C:31]([C:35]([OH:37])=O)[CH:32]=3)[CH2:27]2)=[O:25])=[CH:19][CH:18]=1)=[O:16])[CH2:12][CH3:13].[CH2:38]1C2C(=CC=CC=2)[CH2:40][N:39]1C(NC1C=CC(C(O)=O)=CC=1)=O, predict the reaction product. The product is: [CH3:38][N:39]([CH3:40])[CH2:8][CH2:9][NH:10][C:35]([C:31]1[CH:32]=[C:33]2[C:28](=[CH:29][CH:30]=1)[CH2:27][N:26]([C:24]([NH:23][C:20]1[CH:19]=[CH:18][C:17]([C:15](=[O:16])[NH:14][CH2:11][CH2:12][CH3:13])=[CH:22][CH:21]=1)=[O:25])[CH2:34]2)=[O:37].